From a dataset of Antibody developability classification from SAbDab with 2,409 antibodies. Regression/Classification. Given an antibody's heavy chain and light chain sequences, predict its developability. TAP uses regression for 5 developability metrics; SAbDab uses binary classification. (1) The antibody is ['QVQLQQPGAEFAMPGTSVKLSCKAAGYTFTSYWIHWLKQRPGQGLEWIGEIDPSDSYTNHNQKFRGKSTLTADISSSTAYMQLSSLTSEDSAVYYCAAFYDYVRGVDFWGQGTTLTVSS', 'DVVMTQTPLTLSVTIGQPASMSCKSSQSLLDRDGKTYLNWFFWRPGQSPKRLIYLVSKLDSGVPDRFTGGGSGTDFTLKINRVEAEDLGIYYCWQGTHFPQTFGGGTKLDIK']. Result: 0 (not developable). (2) Result: 0 (not developable). The antibody is ['EVQLVESGGGLVQPGGSLRLSCAASGFNLYYYSIHWVRQAPGKGLEWVASISPYSSSTSYADSVKGRFTISADTSKNTAYLQMNSLRAEDTAVYYCARGRWYRRALDYWGQGTLVTVSS', 'DIQMTQSPSSLSASVGDRVTITCRASQSVSSAVAWYQQKPGKAPKLLIYSASSLYSGVPSRFSGSRSGTDFTLTISSLQPEDFATYYCQQYPYYSSLITFGQGTKVEIK']. (3) The antibody is ['EVQLQQSGPELKKPGETVKISCKATNYAFTDYSMHWVKQAPGGDLKYVGWINTETDEPTFADDFKGRFAFSLDTSTSTAFLQINNLKNEDTATYFCVRDRHDYGEIFTYWGQGTTVTVSA', 'DILMTQTPLYLPVSLGDQASISCRSSQTIVHNNGNTYLEWYLQKPGQSPQLLIYKVSNRFSGVPDRFSGSGSGTDFTLKISRVEAEDLGIYYCFQGSHFPPTFGGGTKLEIA']. Result: 0 (not developable). (4) The antibody is ['EVQLVQSGAEVKKPGESLKISCKGSGYSFTSYWIGWVRQMPGKGLEWMGIIYPGDSDTRYSPSFQGQVTISADKSISTAYLQWSSLKASDTAMYYCARPHYYDSLDAFDIWGQGTMVTVSS', 'DIQMTQSPSTLSASVGDRVTITCRASQSISSWLAWYQQRPGKAPKLLIYKASSLESGVPSRFSGSGSGTEFTLTISSLQPDDFATYYCQHYNSYSPGYTFGQGTKVEIK']. Result: 1 (developable). (5) The antibody is ['EVQLVESGGGLVQPGGSLRLSCAASGFNVYSSSIHWVRQAPGKGLEWVASISSYYGYTYYADSVKGRFTISADTSKNTAYLQMNSLRAEDTAVYYCARSRQFWYSGLDYWGQGTLVTVSS', 'DIQMTQSPSSLSASVGDRVTITCRASQSVSSAVAWYQQKPGKAPKLLIYSASSLYSGVPSRFSGSRSGTDFTLTISSLQPEDFATYYCQQYKYVPVTFGQGTKVEIK']. Result: 0 (not developable). (6) The antibody is ['EVTLQESGGGLVQPGGSMKLSCAASGFTFSDAWVDWVRQSPGKGLEWVAEIRNKANNHATKYTESVKGRFTISRDDSKSSVYLQMNSLRAEDTGIYYCTSVPQLGRGFAYWGQGTLVTVSA', 'DIVMTQAAPSVPVTPGESVSISCRSSKSLLHSNGYTYLHWFLQRPGQSPQLLIYRVSNLASGVPDRFSGSGSGTAFTLRFSRVEAEDVGVYYCMQHLEYPFTFGSGTKLEIK']. Result: 0 (not developable). (7) The antibody is ['QVQLQESGPGLVKPSGTLSLTCAVSGGSISSSNWWSWVRQPPGKGLEWIGEIYHSGSTNYNPSLKSRVTISVDKSKNQFSLKLSSVTAADTAVYYCARDRDDLSPFDYWGQGTLVTVSS', 'DIVMTQSPSSLSASVGDRVTITCRASQGIRNDLGWYQQKPGKAPKRLIYAASSLQSGVPSRFSGSGSGTEFTLTISSLQPEDFATYYCLQHNSYPRTFGQGTKVEIK']. Result: 1 (developable). (8) The antibody is ['EVQLVESGPGLVKPLETLSLTCAVPGGSIRRNYWSWIRQPPGKGLEWIGHSYGSGGSTNYNPSLESRVTLSVDTSKNLFSLKLTSVTAADTAVYYCARTVWYYTSGTHYFDHWGQGVLVTVSS', 'QSVLTQPPSVSAAPGQKVTISCSGSSSNIGRSYVSWYQQVPGAAPKLLIYDTNKRPSGVSDRFSGSKSGSSASLAITGLQTGDEADYYCGAWDGSLNVHIFGSGTKLTVL']. Result: 0 (not developable).